Dataset: Catalyst prediction with 721,799 reactions and 888 catalyst types from USPTO. Task: Predict which catalyst facilitates the given reaction. (1) Reactant: [C:1]([O:5][C:6](=[O:23])[CH2:7][CH:8]([OH:22])[CH2:9][C@H:10]([OH:21])[CH2:11][O:12][C:13](=[O:20])[C:14]1[CH:19]=[CH:18][CH:17]=[CH:16][CH:15]=1)([CH3:4])([CH3:3])[CH3:2].CO[C:26](OC)([CH3:28])[CH3:27].C1(C)C=CC(S(O)(=O)=O)=CC=1.C(=O)([O-])O.[Na+]. Product: [C:1]([O:5][C:6](=[O:23])[CH2:7][C@H:8]1[CH2:9][C@@H:10]([CH2:11][O:12][C:13](=[O:20])[C:14]2[CH:15]=[CH:16][CH:17]=[CH:18][CH:19]=2)[O:21][C:26]([CH3:28])([CH3:27])[O:22]1)([CH3:4])([CH3:2])[CH3:3]. The catalyst class is: 2. (2) Reactant: [OH:1][CH2:2][CH2:3][C:4]1[O:5][CH:6]=[CH:7][CH:8]=1.N1C=CN=C1.[CH3:14][C:15]([Si:18](Cl)([CH3:20])[CH3:19])([CH3:17])[CH3:16].C(OCC)C. Product: [CH3:14][C:15]([Si:18]([CH3:20])([CH3:19])[O:1][CH2:2][CH2:3][C:4]1[O:5][CH:6]=[CH:7][CH:8]=1)([CH3:17])[CH3:16]. The catalyst class is: 3. (3) Reactant: [CH2:1]([S:5][C:6]1[N:11]=[C:10](Cl)[CH:9]=[CH:8][N:7]=1)[CH2:2][CH2:3][CH3:4].[N+:13]([C:16]1[CH:24]=[CH:23][CH:22]=[C:21]2[C:17]=1[CH:18]=[N:19][NH:20]2)([O-:15])=[O:14].[H-].[Na+].CN1C(=O)CCC1. Product: [CH2:1]([S:5][C:6]1[N:11]=[C:10]([N:20]2[C:21]3[C:17](=[C:16]([N+:13]([O-:15])=[O:14])[CH:24]=[CH:23][CH:22]=3)[CH:18]=[N:19]2)[CH:9]=[CH:8][N:7]=1)[CH2:2][CH2:3][CH3:4]. The catalyst class is: 6. (4) Reactant: [C:1]([O:20][CH2:21][C@H:22]([CH2:43][O:44][P:45]([O:48][CH2:49][CH2:50][N+:51]([CH3:54])([CH3:53])[CH3:52])([OH:47])=[O:46])[O:23][C:24](=[O:42])[CH2:25][CH2:26][CH2:27][CH2:28][CH2:29][CH2:30][CH2:31]/[CH:32]=[CH:33]\[CH2:34][CH2:35]CCCCCC)(=[O:19])[CH2:2][CH2:3][CH2:4][CH2:5][CH2:6][CH2:7][CH2:8]/[CH:9]=[CH:10]\[CH2:11][CH2:12]CCCCCC. Product: [CH3:12][CH2:11][CH2:10][CH2:9][CH2:8][CH2:7][CH2:6][CH2:5][CH2:4][CH2:3][CH2:2][C:1]([O:20][CH2:21][C@@H:22]([O:23][C:24]([CH2:25][CH2:26][CH2:27][CH2:28][CH2:29][CH2:30][CH2:31][CH2:32][CH2:33][CH2:34][CH3:35])=[O:42])[CH2:43][O:44][P:45]([O:48][CH2:49][CH2:50][N+:51]([CH3:52])([CH3:54])[CH3:53])([O-:47])=[O:46])=[O:19]. The catalyst class is: 22. (5) Reactant: CN(C)[N:3]=[CH:4]/[CH:5]=[CH:6]/[CH3:7].Br[C:10]1[C:11](=[O:21])[C:12]2[C:17]([C:18](=[O:20])[CH:19]=1)=[CH:16][CH:15]=[CH:14][CH:13]=2. Product: [CH3:7][C:6]1[CH:5]=[CH:4][N:3]=[C:19]2[C:18](=[O:20])[C:17]3[CH:16]=[CH:15][CH:14]=[CH:13][C:12]=3[C:11](=[O:21])[C:10]=12. The catalyst class is: 113. (6) Reactant: [C:1]1([C@H:11]([NH:13][C@H:14]2[CH2:18][CH2:17][C@@H:16]([C:19]3[CH:24]=[CH:23][C:22]([N+:25]([O-])=O)=[CH:21][CH:20]=3)[CH2:15]2)[CH3:12])[C:10]2[C:5](=[CH:6][CH:7]=[CH:8][CH:9]=2)[CH:4]=[CH:3][CH:2]=1.[H][H]. Product: [C:1]1([C@H:11]([NH:13][C@H:14]2[CH2:18][CH2:17][C@@H:16]([C:19]3[CH:20]=[CH:21][C:22]([NH2:25])=[CH:23][CH:24]=3)[CH2:15]2)[CH3:12])[C:10]2[C:5](=[CH:6][CH:7]=[CH:8][CH:9]=2)[CH:4]=[CH:3][CH:2]=1. The catalyst class is: 586. (7) Reactant: [CH2:1]([O:3][C:4]1[N:13]=[C:12]2[C:7]([CH:8]=[C:9]([C:18]([CH:20]3[C:25](=[O:26])[CH2:24][CH2:23][CH2:22][C:21]3=[O:27])=[O:19])[C:10]([C:14]([F:17])([F:16])[F:15])=[N:11]2)=[CH:6][CH:5]=1)[CH3:2].C(N(CC)CC)C.[C:35](Cl)(=[O:39])[CH:36]([CH3:38])[CH3:37]. Product: [CH2:1]([O:3][C:4]1[N:13]=[C:12]2[C:7]([CH:8]=[C:9]([C:18]([C:20]3[C:25](=[O:26])[CH2:24][CH2:23][CH2:22][C:21]=3[O:27][C:35](=[O:39])[CH:36]([CH3:38])[CH3:37])=[O:19])[C:10]([C:14]([F:16])([F:15])[F:17])=[N:11]2)=[CH:6][CH:5]=1)[CH3:2]. The catalyst class is: 4.